This data is from Forward reaction prediction with 1.9M reactions from USPTO patents (1976-2016). The task is: Predict the product of the given reaction. (1) Given the reactants [C:1]([NH:13][C@H:14]([C:19]([OH:21])=[O:20])[CH2:15][C:16](=O)[NH2:17])(=[O:12])[C:2]1[CH:11]=[CH:10][C:9]2[C:4](=[CH:5][CH:6]=[CH:7][CH:8]=2)[N:3]=1.C(N(CC)C(C)C)(C)C.C1(N=C=NC2CCCCC2)CCCCC1, predict the reaction product. The product is: [C:1]([NH:13][C@H:14]([C:19]([OH:21])=[O:20])[CH2:15][C:16]#[N:17])(=[O:12])[C:2]1[CH:11]=[CH:10][C:9]2[C:4](=[CH:5][CH:6]=[CH:7][CH:8]=2)[N:3]=1. (2) The product is: [Cl:17][C:18]1[CH:23]=[CH:22][C:21]([NH:24][C:25]([NH:14][C:13]2[CH:15]=[CH:16][C:10]([N:3]3[C:4]4[CH:5]=[N:6][CH:7]=[CH:8][C:9]=4[N:1]=[CH:2]3)=[CH:11][CH:12]=2)=[O:26])=[CH:20][C:19]=1[C:27]([F:28])([F:29])[F:30]. Given the reactants [N:1]1[C:9]2[CH:8]=[CH:7][N:6]=[CH:5][C:4]=2[N:3]([C:10]2[CH:16]=[CH:15][C:13]([NH2:14])=[CH:12][CH:11]=2)[CH:2]=1.[Cl:17][C:18]1[CH:23]=[CH:22][C:21]([N:24]=[C:25]=[O:26])=[CH:20][C:19]=1[C:27]([F:30])([F:29])[F:28], predict the reaction product. (3) Given the reactants [CH:1]1([C:4]2[N:9]=[CH:8][C:7]([C:10]3[N:15]=[CH:14][N:13]=[C:12]([CH2:16][N:17]4C(=O)C5C(=CC=CC=5)C4=O)[CH:11]=3)=[CH:6][CH:5]=2)[CH2:3][CH2:2]1.O.NN, predict the reaction product. The product is: [CH:1]1([C:4]2[N:9]=[CH:8][C:7]([C:10]3[N:15]=[CH:14][N:13]=[C:12]([CH2:16][NH2:17])[CH:11]=3)=[CH:6][CH:5]=2)[CH2:3][CH2:2]1. (4) The product is: [OH:31][CH2:30][C:20]1([C:25]([O:27][CH2:28][CH3:29])=[O:26])[CH2:21][CH:22]=[CH:23][CH2:24][O:19]1. Given the reactants [H-].C(O[Al](OC(C)(C)C)OC(C)(C)C)(C)(C)C.[Li+].[O:19]1[CH2:24][CH:23]=[CH:22][CH2:21][C:20]1([C:30](OCC)=[O:31])[C:25]([O:27][CH2:28][CH3:29])=[O:26].C1COCC1, predict the reaction product. (5) Given the reactants [CH3:1][O:2][C:3]1[CH:8]=[C:7]([O:9][CH3:10])[C:6]([O:11][CH3:12])=[CH:5][C:4]=1[CH2:13][CH2:14][CH3:15].C(C1C(=O)C(Cl)=C(Cl)C(=[O:21])C=1C#N)#N.C1(C=CC(O)=CC=1)O, predict the reaction product. The product is: [CH3:1][O:2][C:3]1[CH:8]=[C:7]([O:9][CH3:10])[C:6]([O:11][CH3:12])=[CH:5][C:4]=1[CH:13]=[CH:14][CH:15]=[O:21]. (6) Given the reactants Cl[C:2]1[C:12]2[C:11](=[O:13])[NH:10][CH2:9][CH2:8][NH:7][C:6]=2[N:5]=[C:4]([Cl:14])[CH:3]=1.[NH2:15][C:16]1[CH:21]=[CH:20][C:19]([N:22]2[CH2:27][CH2:26][N:25]([C:28]([O:30][C:31]([CH3:34])([CH3:33])[CH3:32])=[O:29])[CH2:24][CH2:23]2)=[CH:18][CH:17]=1.C(N(C(C)C)CC)(C)C, predict the reaction product. The product is: [Cl:14][C:4]1[CH:3]=[C:2]([NH:15][C:16]2[CH:21]=[CH:20][C:19]([N:22]3[CH2:27][CH2:26][N:25]([C:28]([O:30][C:31]([CH3:34])([CH3:33])[CH3:32])=[O:29])[CH2:24][CH2:23]3)=[CH:18][CH:17]=2)[C:12]2[C:11](=[O:13])[NH:10][CH2:9][CH2:8][NH:7][C:6]=2[N:5]=1. (7) Given the reactants [CH3:1][C:2]([N:9]1[CH2:13][CH2:12][CH2:11][CH2:10]1)([CH3:8])[C:3](OCC)=[O:4].[H-].[H-].[H-].[H-].[Li+].[Al+3].CO, predict the reaction product. The product is: [CH3:1][C:2]([N:9]1[CH2:13][CH2:12][CH2:11][CH2:10]1)([CH3:8])[CH2:3][OH:4].